This data is from KCNQ2 potassium channel screen with 302,405 compounds. The task is: Binary Classification. Given a drug SMILES string, predict its activity (active/inactive) in a high-throughput screening assay against a specified biological target. (1) The molecule is S(c1nc(nc2c1cccc2)C(C)C)CC(=O)c1ccc(F)cc1. The result is 1 (active). (2) The molecule is O=C(NC1CCCCC1)C(N(c1cc(cc(c1)C)C)C(=O)Cn1nc(nn1)c1ccccc1)c1ncccc1. The result is 0 (inactive). (3) The molecule is FC(F)(F)c1c(NC(=O)N2CCN(CC2)c2ncccc2)cccc1. The result is 0 (inactive). (4) The drug is S(CC(=O)N1CCC(CC1)C)c1nc(nc2n(c(=O)n(c(=O)c12)C)C)CC. The result is 1 (active). (5) The result is 1 (active). The compound is Clc1c(c(NC(=O)C(=O)NNC(=O)c2c(cccc2)C)ccc1)C. (6) The compound is Clc1cc(c2oc(nn2)C2(ON=C(C2)c2cccnc2)C)ccc1. The result is 0 (inactive).